From a dataset of Forward reaction prediction with 1.9M reactions from USPTO patents (1976-2016). Predict the product of the given reaction. Given the reactants C(OC([N:8]1[CH2:14][CH2:13][C:12]2[C:15]([S:20][C:21](=O)N(C)C)=[C:16]([Cl:19])[CH:17]=[CH:18][C:11]=2[CH2:10][CH2:9]1)=O)(C)(C)C.Cl.BrC[C:29]1[CH:34]=[CH:33][CH:32]=[C:31]([Cl:35])[N:30]=1, predict the reaction product. The product is: [ClH:19].[Cl:19][C:16]1[CH:17]=[CH:18][C:11]2[CH2:10][CH2:9][NH:8][CH2:14][CH2:13][C:12]=2[C:15]=1[S:20][CH2:21][C:29]1[CH:34]=[CH:33][CH:32]=[C:31]([Cl:35])[N:30]=1.